From a dataset of Forward reaction prediction with 1.9M reactions from USPTO patents (1976-2016). Predict the product of the given reaction. (1) Given the reactants [NH2:1][CH:2]1[CH2:7][CH2:6][CH2:5][N:4]([C:8]([O:10][C:11]([CH3:14])([CH3:13])[CH3:12])=[O:9])[CH2:3]1.[C:15]([O:19][C:20](=[O:33])[NH:21][C:22]1[C:27]([C:28](=[O:31])[CH2:29][CH3:30])=[CH:26][CH:25]=[C:24](Cl)[N:23]=1)([CH3:18])([CH3:17])[CH3:16].C(N(C(C)C)CC)(C)C, predict the reaction product. The product is: [C:15]([O:19][C:20]([NH:21][C:22]1[N:23]=[C:24]([NH:1][CH:2]2[CH2:7][CH2:6][CH2:5][N:4]([C:8]([O:10][C:11]([CH3:14])([CH3:13])[CH3:12])=[O:9])[CH2:3]2)[CH:25]=[CH:26][C:27]=1[C:28](=[O:31])[CH2:29][CH3:30])=[O:33])([CH3:18])([CH3:17])[CH3:16]. (2) Given the reactants [N:1]1(C(OC(C)(C)C)=O)[CH2:6][CH2:5][NH:4][CH2:3][CH2:2]1.CCN(C(C)C)C(C)C.[F:23][C:24]([F:37])([F:36])[O:25][C:26]1[CH:31]=[CH:30][C:29]([S:32](Cl)(=[O:34])=[O:33])=[CH:28][CH:27]=1, predict the reaction product. The product is: [F:37][C:24]([F:23])([F:36])[O:25][C:26]1[CH:31]=[CH:30][C:29]([S:32]([N:1]2[CH2:2][CH2:3][NH:4][CH2:5][CH2:6]2)(=[O:34])=[O:33])=[CH:28][CH:27]=1.